From a dataset of Reaction yield outcomes from USPTO patents with 853,638 reactions. Predict the reaction yield, written as a fraction of the theoretical maximum amount of product (1.0 means a 100% yield; for example, 0.34 means a 34% yield). (1) The reactants are [C:1]([O:5][C:6](=[O:25])[N:7]([CH2:9][C:10]1[CH:14]=[C:13]([Br:15])[N:12](S(C2C=CC=CC=2)(=O)=O)[CH:11]=1)[CH3:8])([CH3:4])([CH3:3])[CH3:2].O. The catalyst is O1CCCC1.CO.[OH-].[Na+]. The product is [Br:15][C:13]1[NH:12][CH:11]=[C:10]([CH2:9][N:7]([CH3:8])[C:6](=[O:25])[O:5][C:1]([CH3:2])([CH3:3])[CH3:4])[CH:14]=1. The yield is 0.610. (2) The reactants are [NH:1]1[C:9]2[C:4](=[CH:5][CH:6]=[C:7]([C:10]([OH:12])=O)[CH:8]=2)[CH:3]=[CH:2]1.[NH:13]1[CH2:18][CH2:17][CH2:16][C@@H:15]2[C:19]3[CH:20]=[CH:21][CH:22]=[CH:23][C:24]=3[CH2:25][C@H:14]12.F[P-](F)(F)(F)(F)F.N1(OC(N(C)C)=[N+](C)C)C2N=CC=CC=2N=N1. No catalyst specified. The product is [N:13]1([C:10]([C:7]2[CH:8]=[C:9]3[C:4]([CH:3]=[CH:2][NH:1]3)=[CH:5][CH:6]=2)=[O:12])[CH2:18][CH2:17][CH2:16][C@@H:15]2[C:19]3[CH:20]=[CH:21][CH:22]=[CH:23][C:24]=3[CH2:25][C@H:14]12. The yield is 0.410. (3) The reactants are C(C1C=C(NC2N=C(NC3C=CC=C(C(O)=O)C=3)C(F)=CN=2)C=CC=1)(O)=O.[CH3:28][O:29][C:30]1[CH:31]=[C:32]([NH:40][C:41]2[N:46]=[C:45]([NH:47][C:48]3[CH:53]=[CH:52][C:51]([C:54]([O:56]C)=[O:55])=[C:50]([O:58][CH3:59])[CH:49]=3)[C:44]([F:60])=[CH:43][N:42]=2)[CH:33]=[CH:34][C:35]=1[C:36]([O:38]C)=[O:37].[OH-].[Na+]. No catalyst specified. The product is [C:36]([C:35]1[CH:34]=[CH:33][C:32]([NH:40][C:41]2[N:46]=[C:45]([NH:47][C:48]3[CH:53]=[CH:52][C:51]([C:54]([OH:56])=[O:55])=[C:50]([O:58][CH3:59])[CH:49]=3)[C:44]([F:60])=[CH:43][N:42]=2)=[CH:31][C:30]=1[O:29][CH3:28])([OH:38])=[O:37]. The yield is 0.640.